From a dataset of Full USPTO retrosynthesis dataset with 1.9M reactions from patents (1976-2016). Predict the reactants needed to synthesize the given product. Given the product [Cl:8][C:6]1[N:7]=[C:2]([CH2:27][CH3:28])[C:3](=[O:26])[N:4]([CH2:15][C:16]([O:18][CH2:19][C:20]2[CH:25]=[CH:24][CH:23]=[CH:22][CH:21]=2)=[O:17])[C:5]=1[C:9]1[CH:14]=[CH:13][CH:12]=[CH:11][CH:10]=1, predict the reactants needed to synthesize it. The reactants are: Cl[C:2]1[C:3](=[O:26])[N:4]([CH2:15][C:16]([O:18][CH2:19][C:20]2[CH:25]=[CH:24][CH:23]=[CH:22][CH:21]=2)=[O:17])[C:5]([C:9]2[CH:14]=[CH:13][CH:12]=[CH:11][CH:10]=2)=[C:6]([Cl:8])[N:7]=1.[CH2:27]([Sn](CC)(CC)CC)[CH3:28].